Dataset: Full USPTO retrosynthesis dataset with 1.9M reactions from patents (1976-2016). Task: Predict the reactants needed to synthesize the given product. (1) The reactants are: C([O:4][C:5]1[C:14]2[CH:13]=[CH:12][N:11]3[C:15]([CH3:19])=[C:16]([CH3:18])[N:17]=[C:10]3[C:9]=2[N:8]([C:20](=[O:22])[CH3:21])[C@H:7]([C:23]2[CH:28]=[CH:27][CH:26]=[CH:25][CH:24]=2)[CH:6]=1)(=O)C.[Mn]([O-])(=O)(=O)=[O:30].[K+].S([O-])(O)=O.[Na+]. Given the product [C:20]([N:8]1[C:9]2[C:10]3=[N:17][C:16]([CH3:18])=[C:15]([CH3:19])[N:11]3[CH:12]=[CH:13][C:14]=2[C:5](=[O:4])[C@H:6]([OH:30])[C@H:7]1[C:23]1[CH:24]=[CH:25][CH:26]=[CH:27][CH:28]=1)(=[O:22])[CH3:21], predict the reactants needed to synthesize it. (2) Given the product [Br:1][C:2]1[CH:3]=[CH:4][C:5]([CH:8]([CH:26]2[CH2:28][CH2:27]2)[N:9]2[CH2:14][CH2:13][C:12]([CH2:21][C:22]3([CH3:24])[CH2:23][O:34]3)([C:15]3[CH:16]=[CH:17][CH:18]=[CH:19][CH:20]=3)[O:11][C:10]2=[O:25])=[CH:6][CH:7]=1, predict the reactants needed to synthesize it. The reactants are: [Br:1][C:2]1[CH:7]=[CH:6][C:5]([CH:8]([CH:26]2[CH2:28][CH2:27]2)[N:9]2[CH2:14][CH2:13][C:12]([CH2:21][C:22]([CH3:24])=[CH2:23])([C:15]3[CH:20]=[CH:19][CH:18]=[CH:17][CH:16]=3)[O:11][C:10]2=[O:25])=[CH:4][CH:3]=1.ClC1C=C(C=CC=1)C(OO)=[O:34].[O-]S([O-])(=S)=O.[Na+].[Na+].C([O-])(O)=O.[Na+]. (3) Given the product [F:15][C:14]1[C:9]([O:8][CH2:1][C:2]2[CH:7]=[CH:6][CH:5]=[CH:4][CH:3]=2)=[C:10]([CH:11]=[CH:12][CH:13]=1)[C:17]#[N:18], predict the reactants needed to synthesize it. The reactants are: [CH2:1]([O:8][C:9]1[C:14]([F:15])=[CH:13][CH:12]=[CH:11][C:10]=1Cl)[C:2]1[CH:7]=[CH:6][CH:5]=[CH:4][CH:3]=1.[CH3:17][N:18](C=O)C. (4) Given the product [Br:15][C:16]1[C:17]([S:23][CH3:24])=[N:18][C:19]([NH:14][C:11]2[CH:12]=[CH:13][C:8]([NH:7][C:2]3[N:1]=[CH:6][CH:5]=[CH:4][N:3]=3)=[CH:9][CH:10]=2)=[N:20][CH:21]=1, predict the reactants needed to synthesize it. The reactants are: [N:1]1[CH:6]=[CH:5][CH:4]=[N:3][C:2]=1[NH:7][C:8]1[CH:13]=[CH:12][C:11]([NH2:14])=[CH:10][CH:9]=1.[Br:15][C:16]1[C:17]([S:23][CH3:24])=[N:18][C:19](Cl)=[N:20][CH:21]=1. (5) Given the product [Cl:12][C:9]1[CH:10]=[C:11]2[C:6](=[CH:7][CH:8]=1)[N:5]=[C:4]([CH2:13][Cl:14])[N:3]=[C:2]2[N:15]1[CH2:20][CH2:19][O:18][CH2:17][CH2:16]1, predict the reactants needed to synthesize it. The reactants are: Cl[C:2]1[C:11]2[C:6](=[CH:7][CH:8]=[C:9]([Cl:12])[CH:10]=2)[N:5]=[C:4]([CH2:13][Cl:14])[N:3]=1.[NH:15]1[CH2:20][CH2:19][O:18][CH2:17][CH2:16]1.C(N(CC)CC)C. (6) Given the product [O:23]1[C:24]2([CH2:29][CH2:28][C:27](=[C:8]([S:5]([CH2:4][CH2:3][C:2]([F:1])([F:11])[F:12])(=[O:6])=[O:7])[C:9]#[N:10])[CH2:26][CH2:25]2)[O:31][CH2:21][CH2:22]1, predict the reactants needed to synthesize it. The reactants are: [F:1][C:2]([F:12])([F:11])[CH2:3][CH2:4][S:5]([CH2:8][C:9]#[N:10])(=[O:7])=[O:6].N1CCCC1C(O)=O.[CH2:21]1[O:31][C:24]2([CH2:29][CH2:28][C:27](=O)[CH2:26][CH2:25]2)[O:23][CH2:22]1. (7) Given the product [O:3]=[S:2]1(=[O:4])[C:10]2[CH:11]=[C:12]([NH:15][S:16]([CH3:19])(=[O:18])=[O:17])[CH:13]=[CH:14][C:9]=2[NH:8][C:6](=[O:7])[NH:5]1, predict the reactants needed to synthesize it. The reactants are: Cl[S:2]([N:5]=[C:6]=[O:7])(=[O:4])=[O:3].[NH2:8][C:9]1[CH:14]=[CH:13][C:12]([NH:15][S:16]([CH3:19])(=[O:18])=[O:17])=[CH:11][CH:10]=1.[Cl-].[Al+3].[Cl-].[Cl-].